From a dataset of Catalyst prediction with 721,799 reactions and 888 catalyst types from USPTO. Predict which catalyst facilitates the given reaction. (1) Reactant: [CH3:1][C:2]1[CH:3]=[C:4]([CH:49]=[CH:50][CH:51]=1)[CH2:5][N:6]1[CH:10]=[C:9]([C:11]2[C:19]3[C:14](=[N:15][CH:16]=[C:17]([C:20]4[CH:21]=[CH:22][C:23]([N:26]5[CH2:31][CH2:30][N:29](C(OC(C)(C)C)=O)[CH2:28][CH2:27]5)=[N:24][CH:25]=4)[CH:18]=3)[N:13]([S:39]([C:42]3[CH:48]=[CH:47][C:45]([CH3:46])=[CH:44][CH:43]=3)(=[O:41])=[O:40])[CH:12]=2)[CH:8]=[N:7]1.[ClH:52]. Product: [ClH:52].[CH3:1][C:2]1[CH:3]=[C:4]([CH:49]=[CH:50][CH:51]=1)[CH2:5][N:6]1[CH:10]=[C:9]([C:11]2[C:19]3[C:14](=[N:15][CH:16]=[C:17]([C:20]4[CH:25]=[N:24][C:23]([N:26]5[CH2:31][CH2:30][NH:29][CH2:28][CH2:27]5)=[CH:22][CH:21]=4)[CH:18]=3)[N:13]([S:39]([C:42]3[CH:48]=[CH:47][C:45]([CH3:46])=[CH:44][CH:43]=3)(=[O:41])=[O:40])[CH:12]=2)[CH:8]=[N:7]1. The catalyst class is: 798. (2) Reactant: C(O[C:6](=[O:26])[NH:7][C@H:8]([CH:13]([OH:25])[C:14](=[O:24])[NH:15][C@H:16]([C:18]1[CH:23]=[CH:22][CH:21]=[CH:20][CH:19]=1)[CH3:17])[CH2:9][CH2:10][CH2:11][CH3:12])(C)(C)C.FC(F)(F)C(O)=O.C(N(CC)C(C)C)(C)C.[NH:43]1[C:51]2[C:46](=[CH:47][CH:48]=[CH:49][CH:50]=2)[C:45]([CH2:52][C@H:53]([NH:57][C:58](=[O:74])[C@@H:59]([NH:61][C:62]([C:64]2[CH2:65][C:66]3[C:71]([C:72]=2[CH3:73])=[CH:70][CH:69]=[CH:68][CH:67]=3)=[O:63])[CH3:60])C(O)=O)=[CH:44]1.CN(C(ON1N=NC2C=CC=NC1=2)=[N+](C)C)C.F[P-](F)(F)(F)(F)F. Product: [OH:25][CH:13]([C:14](=[O:24])[NH:15][C@H:16]([C:18]1[CH:19]=[CH:20][CH:21]=[CH:22][CH:23]=1)[CH3:17])[C@@H:8]([NH:7][C:6]([C@@H:53]([NH:57][C:58]([C@@H:59]([NH:61][C:62]([C:64]1[CH2:65][C:66]2[C:71]([C:72]=1[CH3:73])=[CH:70][CH:69]=[CH:68][CH:67]=2)=[O:63])[CH3:60])=[O:74])[CH2:52][C:45]1[C:46]2[C:51](=[CH:50][CH:49]=[CH:48][CH:47]=2)[NH:43][CH:44]=1)=[O:26])[CH2:9][CH2:10][CH2:11][CH3:12]. The catalyst class is: 4. (3) Reactant: [F:1][C:2]([F:20])([F:19])[C:3]1[CH:4]=[C:5]([C:9]2[CH:10]=[N:11][CH:12]=[C:13]([CH:18]=2)[C:14]([O:16][CH3:17])=[O:15])[CH:6]=[CH:7][CH:8]=1. Product: [F:19][C:2]([F:1])([F:20])[C:3]1[CH:4]=[C:5]([C@H:9]2[CH2:10][NH:11][CH2:12][C@@H:13]([C:14]([O:16][CH3:17])=[O:15])[CH2:18]2)[CH:6]=[CH:7][CH:8]=1. The catalyst class is: 5. (4) Reactant: Br[C:2]1[CH:3]=[C:4]2[C:9](=[CH:10][CH:11]=1)[C:8](=[O:12])[NH:7][N:6]=[C:5]2[Cl:13].[N:14]1([C:19]2[CH:26]=[CH:25][CH:24]=[CH:23][C:20]=2[CH2:21][NH2:22])[CH:18]=[CH:17][N:16]=[CH:15]1.C1C=CC(P(C2C(C3C(P(C4C=CC=CC=4)C4C=CC=CC=4)=CC=C4C=3C=CC=C4)=C3C(C=CC=C3)=CC=2)C2C=CC=CC=2)=CC=1.CC([O-])(C)C.[Na+]. Product: [Cl:13][C:5]1[C:4]2[C:9](=[CH:10][CH:11]=[C:2]([NH:22][CH2:21][C:20]3[CH:23]=[CH:24][CH:25]=[CH:26][C:19]=3[N:14]3[CH:18]=[CH:17][N:16]=[CH:15]3)[CH:3]=2)[C:8](=[O:12])[NH:7][N:6]=1. The catalyst class is: 686. (5) Reactant: [CH3:1][O:2][C:3](=[O:30])[CH:4]([N:15](C(OC(C)(C)C)=O)C(OC(C)(C)C)=O)[CH2:5][N:6]1[CH2:11][CH2:10][C:9]2[NH:12][N:13]=[CH:14][C:8]=2[CH2:7]1.FC(F)(F)C(O)=O. Product: [CH3:1][O:2][C:3](=[O:30])[CH:4]([NH2:15])[CH2:5][N:6]1[CH2:11][CH2:10][C:9]2[NH:12][N:13]=[CH:14][C:8]=2[CH2:7]1. The catalyst class is: 2. (6) Reactant: [F:1][C:2]1[CH:7]=[CH:6][C:5]([OH:8])=[CH:4][C:3]=1[CH3:9].N1C=CN=C1.[C:15]([Si:19](Cl)([CH3:21])[CH3:20])([CH3:18])([CH3:17])[CH3:16]. Product: [C:15]([Si:19]([O:8][C:5]1[CH:6]=[CH:7][C:2]([F:1])=[C:3]([CH3:9])[CH:4]=1)([CH3:21])[CH3:20])([CH3:18])([CH3:17])[CH3:16]. The catalyst class is: 9. (7) Reactant: [C:1]([O:5][C:6]([N:8]1[CH2:13][CH2:12][CH:11]([NH:14]CC2C=CC=CC=2)[CH:10]([F:22])[CH2:9]1)=[O:7])([CH3:4])([CH3:3])[CH3:2]. Product: [C:1]([O:5][C:6]([N:8]1[CH2:13][CH2:12][CH:11]([NH2:14])[CH:10]([F:22])[CH2:9]1)=[O:7])([CH3:4])([CH3:2])[CH3:3]. The catalyst class is: 293. (8) Reactant: [NH2:1][CH:2]1[CH2:7][CH2:6][CH2:5][N:4]([C:8]([O:10][C:11]([CH3:14])([CH3:13])[CH3:12])=[O:9])[CH2:3]1.Cl[C:16]1[N:21]=[C:20]([NH:22][C:23](=[O:29])[O:24][C:25]([CH3:28])([CH3:27])[CH3:26])[C:19]([C:30](=[O:35])[C:31]([F:34])([F:33])[F:32])=[CH:18][CH:17]=1.C(N(C(C)C)CC)(C)C. Product: [C:25]([O:24][C:23]([NH:22][C:20]1[N:21]=[C:16]([NH:1][CH:2]2[CH2:7][CH2:6][CH2:5][N:4]([C:8]([O:10][C:11]([CH3:14])([CH3:13])[CH3:12])=[O:9])[CH2:3]2)[CH:17]=[CH:18][C:19]=1[C:30](=[O:35])[C:31]([F:32])([F:33])[F:34])=[O:29])([CH3:28])([CH3:26])[CH3:27]. The catalyst class is: 148.